This data is from Reaction yield outcomes from USPTO patents with 853,638 reactions. The task is: Predict the reaction yield, written as a fraction of the theoretical maximum amount of product (1.0 means a 100% yield; for example, 0.34 means a 34% yield). (1) The reactants are [C:1]([O:4][C:5]1[CH:10]=[CH:9][C:8]([C:11]2[O:12][C:13]3[C:19](Br)=[CH:18][C:17]([O:21][C:22](=[O:24])[CH3:23])=[CH:16][C:14]=3[N:15]=2)=[CH:7][C:6]=1[F:25])(=[O:3])[CH3:2].[CH2:26]([Sn](CCCC)(CCCC)C=C)[CH2:27]CC.CC1C=CC(C)=CC=1. The catalyst is C(OCC)C.CC1C=CC=CC=1[P](C1C=CC=CC=1C)([Pd](Cl)(Cl)[P](C1=C(C)C=CC=C1)(C1C=CC=CC=1C)C1C=CC=CC=1C)C1C=CC=CC=1C. The product is [C:22]([O:21][C:17]1[CH:18]=[C:19]([CH:26]=[CH2:27])[C:13]2[O:12][C:11]([C:8]3[CH:9]=[CH:10][C:5]([O:4][C:1](=[O:3])[CH3:2])=[C:6]([F:25])[CH:7]=3)=[N:15][C:14]=2[CH:16]=1)(=[O:24])[CH3:23]. The yield is 0.560. (2) The reactants are [CH2:1]([O:3][C:4]1[CH:5]=[C:6]([CH:9]=[CH:10][C:11]=1[O:12][CH:13]([CH3:15])[CH3:14])[CH:7]=[O:8])[CH3:2].[B-](F)(F)(F)[F:17].[B-](F)(F)(F)F.C1[N+]2(CCl)CC[N+](F)(CC2)C1.O. The catalyst is C(#N)C. The product is [CH2:1]([O:3][C:4]1[C:11]([O:12][CH:13]([CH3:14])[CH3:15])=[CH:10][C:9]([F:17])=[C:6]([CH:5]=1)[CH:7]=[O:8])[CH3:2]. The yield is 0.180. (3) The reactants are [CH3:1][C:2]1[O:6][N:5]=[C:4]([C:7]2[CH:12]=[CH:11][CH:10]=[CH:9][CH:8]=2)[C:3]=1[CH2:13][OH:14].O[C:16]1[CH:21]=[CH:20][C:19]([N+:22]([O-:24])=[O:23])=[CH:18][N:17]=1. No catalyst specified. The product is [CH3:1][C:2]1[O:6][N:5]=[C:4]([C:7]2[CH:12]=[CH:11][CH:10]=[CH:9][CH:8]=2)[C:3]=1[CH2:13][O:14][C:16]1[CH:21]=[CH:20][C:19]([N+:22]([O-:24])=[O:23])=[CH:18][N:17]=1. The yield is 0.370. (4) The reactants are [OH:1][C:2]([C:4]([F:7])([F:6])[F:5])=[O:3].[C:8]([C:12]1[N:13](O)[C:14]2[C:23]3[CH:22]=[N:21][N:20]=[C:19]([O:24][CH3:25])[C:18]=3[C:17]3[CH:26]=[C:27]([F:30])[CH:28]=[CH:29][C:16]=3[C:15]=2[N:31]=1)([CH3:11])([CH3:10])[CH3:9].C(P(CC)CC)C. The catalyst is CN(C)C(=O)C. The product is [OH:3][C:2]([C:4]([F:7])([F:6])[F:5])=[O:1].[C:8]([C:12]1[NH:13][C:14]2[C:23]3[CH:22]=[N:21][N:20]=[C:19]([O:24][CH3:25])[C:18]=3[C:17]3[C:16](=[CH:29][CH:28]=[C:27]([F:30])[CH:26]=3)[C:15]=2[N:31]=1)([CH3:11])([CH3:9])[CH3:10]. The yield is 0.400. (5) The reactants are [C:1]([O:5][C:6]([NH:8][C@H:9]1[CH2:14][CH2:13][CH2:12][CH2:11][C@H:10]1[NH:15][C:16]1[N:21]=[C:20](Cl)[C:19]2[C:23](=[O:33])[N:24]([C:26]([O:28][C:29]([CH3:32])([CH3:31])[CH3:30])=[O:27])[CH2:25][C:18]=2[C:17]=1[F:34])=[O:7])([CH3:4])([CH3:3])[CH3:2].[CH3:35][C:36]1[CH:41]=[CH:40][N:39]2[N:42]=[CH:43][C:44](B3OC(C)(C)C(C)(C)O3)=[C:38]2[CH:37]=1.C(=O)([O-])[O-].[K+].[K+].C(N[C@H](C(O)=O)CS)(=O)C. The catalyst is O.CC(N(C)C)=O. The product is [C:1]([O:5][C:6]([NH:8][C@H:9]1[CH2:14][CH2:13][CH2:12][CH2:11][C@H:10]1[NH:15][C:16]1[N:21]=[C:20]([C:44]2[CH:43]=[N:42][N:39]3[CH:40]=[CH:41][C:36]([CH3:35])=[CH:37][C:38]=23)[C:19]2[C:23](=[O:33])[N:24]([C:26]([O:28][C:29]([CH3:32])([CH3:31])[CH3:30])=[O:27])[CH2:25][C:18]=2[C:17]=1[F:34])=[O:7])([CH3:4])([CH3:3])[CH3:2]. The yield is 0.460. (6) The reactants are C[O:2][C:3]([C:5]1[O:9][N:8]=[C:7]([CH2:10][CH:11]([CH3:13])[CH3:12])[CH:6]=1)=[O:4].[Li+].[OH-]. The catalyst is CO. The product is [CH2:10]([C:7]1[CH:6]=[C:5]([C:3]([OH:4])=[O:2])[O:9][N:8]=1)[CH:11]([CH3:13])[CH3:12]. The yield is 1.00. (7) The reactants are [F:1][C:2]1[CH:26]=[CH:25][C:24]([CH2:27][C:28]2[C:37]3[C:32](=[CH:33][CH:34]=[CH:35][CH:36]=3)[C:31](=[O:38])[NH:30][N:29]=2)=[CH:23][C:3]=1[C:4]([N:6]1[CH2:11][CH2:10][N:9]2[C:12]([C:19]([F:22])([F:21])[F:20])=[N:13][C:14]([C:15]([O:17]C)=[O:16])=[C:8]2[CH2:7]1)=[O:5].[OH-].[Na+].Cl. The catalyst is O1CCCC1.CO.O. The product is [F:1][C:2]1[CH:26]=[CH:25][C:24]([CH2:27][C:28]2[C:37]3[C:32](=[CH:33][CH:34]=[CH:35][CH:36]=3)[C:31](=[O:38])[NH:30][N:29]=2)=[CH:23][C:3]=1[C:4]([N:6]1[CH2:11][CH2:10][N:9]2[C:12]([C:19]([F:20])([F:21])[F:22])=[N:13][C:14]([C:15]([OH:17])=[O:16])=[C:8]2[CH2:7]1)=[O:5]. The yield is 0.344. (8) The reactants are [O:1]=[C:2]([CH3:8])/[CH:3]=[CH:4]/[C:5]([OH:7])=O.[CH3:9][CH2:10]N(CC)CC.C(OC(Cl)=O)[CH:17]([CH3:19])C.[NH:24](CC)CC.Cl. The catalyst is C(Cl)Cl. The product is [CH2:9](/[C:3](/[C:2](=[O:1])[CH3:8])=[C:4](/[CH2:17][CH3:19])\[C:5]([NH2:24])=[O:7])[CH3:10]. The yield is 0.710. (9) The reactants are [CH3:1][C:2]1[CH:11]=[CH:10][C:9]2[C:4](=[CH:5][CH:6]=[CH:7][C:8]=2[CH:12]2[CH2:17][CH2:16][NH:15][CH2:14][CH2:13]2)[N:3]=1.[Cl:18][CH2:19][CH2:20][C:21]1[CH:22]=[CH:23][C:24]2[O:29][CH2:28][C:27](=[O:30])[NH:26][C:25]=2[CH:31]=1. No catalyst specified. The product is [ClH:18].[CH3:1][C:2]1[CH:11]=[CH:10][C:9]2[C:4](=[CH:5][CH:6]=[CH:7][C:8]=2[CH:12]2[CH2:17][CH2:16][N:15]([CH2:19][CH2:20][C:21]3[CH:22]=[CH:23][C:24]4[O:29][CH2:28][C:27](=[O:30])[NH:26][C:25]=4[CH:31]=3)[CH2:14][CH2:13]2)[N:3]=1. The yield is 0.310.